From a dataset of Full USPTO retrosynthesis dataset with 1.9M reactions from patents (1976-2016). Predict the reactants needed to synthesize the given product. (1) Given the product [F:31][C:28]([F:29])([F:30])[C:24]1[CH:23]=[C:22]([S:19]([N:16]2[CH2:17][C@H:18]3[C@H:11]([NH:10][C:9](=[O:32])[C@H:8]([CH2:33][CH2:34][CH3:35])[NH2:7])[CH2:12][CH2:13][C@H:14]3[CH2:15]2)(=[O:21])=[O:20])[CH:27]=[CH:26][CH:25]=1, predict the reactants needed to synthesize it. The reactants are: C(OC(=O)[NH:7][C@@H:8]([CH2:33][CH2:34][CH3:35])[C:9](=[O:32])[NH:10][C@H:11]1[C@H:18]2[C@H:14]([CH2:15][N:16]([S:19]([C:22]3[CH:27]=[CH:26][CH:25]=[C:24]([C:28]([F:31])([F:30])[F:29])[CH:23]=3)(=[O:21])=[O:20])[CH2:17]2)[CH2:13][CH2:12]1)(C)(C)C.C(N1C[C@@H]2[C@@H](NC(=O)[C@@H](N(C)C(=O)OC(C)(C)C)CC(C)C)CC[C@@H]2C1)C1C=CC=CC=1. (2) Given the product [Br:1][C:2]1[CH:18]=[C:5]2[N:6]=[C:7]([CH3:17])[C:8]([CH:11]([O:16][C:8]([CH3:11])([CH3:9])[CH3:7])[C:12]([O:14][CH3:15])=[O:13])=[C:9]([Cl:10])[N:4]2[N:3]=1, predict the reactants needed to synthesize it. The reactants are: [Br:1][C:2]1[CH:18]=[C:5]2[N:6]=[C:7]([CH3:17])[C:8]([CH:11]([OH:16])[C:12]([O:14][CH3:15])=[O:13])=[C:9]([Cl:10])[N:4]2[N:3]=1.C(Cl)Cl.Cl(O)(=O)(=O)=O. (3) Given the product [CH:23]1([CH2:24][CH2:25][NH:20][C:18]([C:27]2[CH:32]=[CH:31][C:30]([C:29]3[CH2:28][CH2:6][NH:9][CH2:10][CH:12]=3)=[N:33][CH:1]=2)=[O:19])[CH2:22][CH2:21]1.[C:13]([O:17][C:18]([N:20]1[CH2:21][CH:22]=[C:23]([O:26][S:34]([C:37]([F:40])([F:39])[F:38])(=[O:36])=[O:35])[CH2:24][CH2:25]1)=[O:19])([CH3:16])([CH3:14])[CH3:15], predict the reactants needed to synthesize it. The reactants are: [CH2:1]([Li])CCC.[CH:6]([NH:9][CH:10]([CH3:12])C)(C)C.[C:13]([O:17][C:18]([N:20]1[CH2:25][CH2:24][C:23](=[O:26])[CH2:22][CH2:21]1)=[O:19])([CH3:16])([CH3:15])[CH3:14].[CH:27]1[CH:32]=[CH:31][C:30]([N:33](S(C(F)(F)F)(=O)=O)[S:34]([C:37]([F:40])([F:39])[F:38])(=[O:36])=[O:35])=[CH:29][CH:28]=1. (4) Given the product [Cl:2][C:3]1[CH:8]=[CH:7][N:6]=[C:5]([C:9]([NH:14][CH3:13])=[O:11])[CH:4]=1, predict the reactants needed to synthesize it. The reactants are: Cl.[Cl:2][C:3]1[CH:8]=[CH:7][N:6]=[C:5]([C:9]([O:11]C)=O)[CH:4]=1.[CH3:13][NH2:14]. (5) Given the product [Si:8]([O:15][C@H:16]1[C:20](=[O:21])[NH:19][C@H:18]([C:29]([OH:31])=[O:30])[CH2:17]1)([C:11]([CH3:14])([CH3:13])[CH3:12])([CH3:10])[CH3:9], predict the reactants needed to synthesize it. The reactants are: C(O)(C(F)(F)F)=O.[Si:8]([O:15][C@H:16]1[C:20](=[O:21])[N:19](C(OC(C)(C)C)=O)[C@H:18]([C:29]([O:31]C)=[O:30])[CH2:17]1)([C:11]([CH3:14])([CH3:13])[CH3:12])([CH3:10])[CH3:9].[Li+].[OH-]. (6) The reactants are: [CH2:1]([O:8][C:9]([NH:11][C@H:12]([C:30]1[N:34]([C@@H:35]([CH2:40][CH2:41][CH2:42][CH3:43])[C:36]([O:38]C)=[O:37])[N:33]=[N:32][N:31]=1)[CH2:13][C:14]1[C:22]2[C:17](=[CH:18][CH:19]=[CH:20][CH:21]=2)[N:16]([C:23]([O:25][C:26]([CH3:29])([CH3:28])[CH3:27])=[O:24])[CH:15]=1)=[O:10])[C:2]1[CH:7]=[CH:6][CH:5]=[CH:4][CH:3]=1.[Li+].[OH-].Cl. Given the product [CH2:1]([O:8][C:9]([NH:11][C@H:12]([C:30]1[N:34]([C@@H:35]([CH2:40][CH2:41][CH2:42][CH3:43])[C:36]([OH:38])=[O:37])[N:33]=[N:32][N:31]=1)[CH2:13][C:14]1[C:22]2[C:17](=[CH:18][CH:19]=[CH:20][CH:21]=2)[N:16]([C:23]([O:25][C:26]([CH3:29])([CH3:28])[CH3:27])=[O:24])[CH:15]=1)=[O:10])[C:2]1[CH:7]=[CH:6][CH:5]=[CH:4][CH:3]=1, predict the reactants needed to synthesize it. (7) Given the product [I:20][C:21]1[CH:34]=[C:33]([C:35]([O:37][CH3:38])=[O:36])[C:32]2[C:23](=[CH:24][C:25]3[C:30]([N:31]=2)=[CH:29][CH:28]=[CH:27][CH:26]=3)[CH:22]=1, predict the reactants needed to synthesize it. The reactants are: IC1C2C(=NC3C(C=2)=CC=CC=3)C(C(OC)=O)=CC=1.[I:20][C:21]1[CH:34]=[C:33]([C:35]([O:37][CH3:38])=[O:36])[C:32]2[NH:31][C:30]3[C:25](=[CH:26][CH:27]=[CH:28][CH:29]=3)[CH2:24][C:23]=2[CH:22]=1. (8) Given the product [C:16]([C:18]1[CH:23]=[CH:22][C:21]([C:2]2[CH:3]=[C:4]([C:12]([O:14][CH3:15])=[O:13])[CH:5]=[C:6]([C:7]([O:9][CH3:10])=[O:8])[CH:11]=2)=[CH:20][CH:19]=1)#[N:17], predict the reactants needed to synthesize it. The reactants are: I[C:2]1[CH:3]=[C:4]([C:12]([O:14][CH3:15])=[O:13])[CH:5]=[C:6]([CH:11]=1)[C:7]([O:9][CH3:10])=[O:8].[C:16]([C:18]1[CH:23]=[CH:22][C:21](B(O)O)=[CH:20][CH:19]=1)#[N:17].C([O-])([O-])=O.[Na+].[Na+].